The task is: Predict the reaction yield, written as a fraction of the theoretical maximum amount of product (1.0 means a 100% yield; for example, 0.34 means a 34% yield).. This data is from Reaction yield outcomes from USPTO patents with 853,638 reactions. (1) The reactants are Br[CH2:2][C:3]([C:5]1[C:10]([CH3:11])=[CH:9][C:8]([O:12][CH2:13][CH2:14][CH2:15][O:16][CH3:17])=[CH:7][C:6]=1[CH3:18])=O.[NH2:19][C:20]([NH2:22])=[S:21]. The catalyst is CCO. The product is [CH3:17][O:16][CH2:15][CH2:14][CH2:13][O:12][C:8]1[CH:9]=[C:10]([CH3:11])[C:5]([C:3]2[N:19]=[C:20]([NH2:22])[S:21][CH:2]=2)=[C:6]([CH3:18])[CH:7]=1. The yield is 0.710. (2) The reactants are I[C:2]([F:5])([F:4])[F:3].Br[C:7]1[C:12]([O:13][CH2:14][C:15]2[N:16]([CH3:20])[N:17]=[CH:18][N:19]=2)=[N:11][N:10]2[C:21]([C:24]3[CH:29]=[CH:28][CH:27]=[CH:26][C:25]=3[F:30])=[N:22][N:23]=[C:9]2[CH:8]=1. The catalyst is CN(C=O)C.ClCCl.[Cu]. The product is [F:30][C:25]1[CH:26]=[CH:27][CH:28]=[CH:29][C:24]=1[C:21]1[N:10]2[N:11]=[C:12]([O:13][CH2:14][C:15]3[N:16]([CH3:20])[N:17]=[CH:18][N:19]=3)[C:7]([C:2]([F:5])([F:4])[F:3])=[CH:8][C:9]2=[N:23][N:22]=1. The yield is 0.0600. (3) The reactants are Br[C:2]1(Br)[C:10]2[C:5](=[N:6][CH:7]=[CH:8][CH:9]=2)[NH:4][C:3]1=[O:11].[C:13]([OH:16])(=[O:15])[CH3:14]. The catalyst is C(#N)C.[Zn]. The product is [C:13]([OH:16])(=[O:15])[CH3:14].[NH:4]1[C:5]2[C:10](=[CH:9][CH:8]=[CH:7][N:6]=2)[CH2:2][C:3]1=[O:11]. The yield is 0.910. (4) The reactants are [Cl:1][C:2]1[C:3](I)=[C:4]2[CH:10]=[CH:9][N:8]([Si:11]([CH:18]([CH3:20])[CH3:19])([CH:15]([CH3:17])[CH3:16])[CH:12]([CH3:14])[CH3:13])[C:5]2=[N:6][CH:7]=1.[Li]CCCC.[CH2:27]([N:34]([CH2:42][C:43]1[CH:48]=[CH:47][CH:46]=[CH:45][CH:44]=1)[C@H:35]1[CH2:39][CH2:38][CH:37]([CH:40]=[O:41])[CH2:36]1)[C:28]1[CH:33]=[CH:32][CH:31]=[CH:30][CH:29]=1.[NH4+].[Cl-]. The catalyst is C1COCC1. The product is [Cl:1][C:2]1[C:3]([CH:40]([CH:37]2[CH2:38][CH2:39][C@H:35]([N:34]([CH2:42][C:43]3[CH:44]=[CH:45][CH:46]=[CH:47][CH:48]=3)[CH2:27][C:28]3[CH:29]=[CH:30][CH:31]=[CH:32][CH:33]=3)[CH2:36]2)[OH:41])=[C:4]2[CH:10]=[CH:9][N:8]([Si:11]([CH:18]([CH3:20])[CH3:19])([CH:15]([CH3:17])[CH3:16])[CH:12]([CH3:14])[CH3:13])[C:5]2=[N:6][CH:7]=1. The yield is 0.720. (5) The reactants are [Br:1][C:2]1[CH:9]=[CH:8][C:5]([CH:6]=[O:7])=[CH:4][CH:3]=1.[CH2:10](O)[CH2:11][OH:12].C(=O)(O)[O-].[Na+]. The catalyst is C1(C)C=CC=CC=1.O.C1(C)C=CC(S(O)(=O)=O)=CC=1. The product is [Br:1][C:2]1[CH:9]=[CH:8][C:5]([CH:6]2[O:12][CH2:11][CH2:10][O:7]2)=[CH:4][CH:3]=1. The yield is 0.940. (6) The reactants are Cl[C:2]1[CH:7]=[C:6]([C:8]2[CH:13]=[C:12]([Br:14])[CH:11]=[CH:10][C:9]=2[O:15][CH3:16])[N:5]=[C:4]([NH2:17])[N:3]=1.[NH2:18][C:19]1[CH:24]=[CH:23][C:22]([CH2:25][CH2:26][OH:27])=[CH:21][CH:20]=1. No catalyst specified. The product is [NH2:17][C:4]1[N:3]=[C:2]([NH:18][C:19]2[CH:24]=[CH:23][C:22]([CH2:25][CH2:26][OH:27])=[CH:21][CH:20]=2)[CH:7]=[C:6]([C:8]2[CH:13]=[C:12]([Br:14])[CH:11]=[CH:10][C:9]=2[O:15][CH3:16])[N:5]=1. The yield is 0.790. (7) The product is [CH3:17][C@@H:16]([CH2:18][CH2:19][CH:20]=[C:21]([CH3:23])[CH3:22])[CH2:15][CH2:14][O:1][CH2:2]/[CH:3]=[CH:4]/[C:5]1[CH:10]=[CH:9][C:8]([OH:11])=[C:7]([O:12][CH3:13])[CH:6]=1. The yield is 0.370. No catalyst specified. The reactants are [OH:1][CH2:2]/[CH:3]=[CH:4]/[C:5]1[CH:10]=[CH:9][C:8]([OH:11])=[C:7]([O:12][CH3:13])[CH:6]=1.[CH2:14](Br)[CH2:15][C@H:16]([CH2:18][CH2:19][CH:20]=[C:21]([CH3:23])[CH3:22])[CH3:17]. (8) The reactants are [F:1][C:2]([F:7])([F:6])[C:3]([OH:5])=[O:4].[F:8][C:9]([F:14])([F:13])[C:10]([OH:12])=[O:11].FC(F)(F)C(O)=O.[Cl:22][C:23]1[CH:24]=[N:25][C:26]2[NH:27][C:28]3[CH:29]=[N:30][CH:31]=[C:32]([CH:53]=3)[CH2:33][CH2:34][C:35]3[CH:43]=[C:39]([NH:40][C:41]=1[N:42]=2)[CH:38]=[CH:37][C:36]=3[O:44][CH2:45][CH2:46][CH:47]1[CH2:52][CH2:51][NH:50][CH2:49][CH2:48]1.[N:54]([CH2:57][C:58]1[O:59][CH:60]=[CH:61][CH:62]=1)=[C:55]=[O:56]. No catalyst specified. The product is [F:1][C:2]([F:7])([F:6])[C:3]([OH:5])=[O:4].[F:8][C:9]([F:14])([F:13])[C:10]([OH:12])=[O:11].[Cl:22][C:23]1[CH:24]=[N:25][C:26]2[NH:27][C:28]3[CH:29]=[N:30][CH:31]=[C:32]([CH:53]=3)[CH2:33][CH2:34][C:35]3[CH:43]=[C:39]([NH:40][C:41]=1[N:42]=2)[CH:38]=[CH:37][C:36]=3[O:44][CH2:45][CH2:46][CH:47]1[CH2:48][CH2:49][N:50]([C:55]([NH:54][CH2:57][C:58]2[O:59][CH:60]=[CH:61][CH:62]=2)=[O:56])[CH2:51][CH2:52]1. The yield is 0.400.